From a dataset of Full USPTO retrosynthesis dataset with 1.9M reactions from patents (1976-2016). Predict the reactants needed to synthesize the given product. (1) The reactants are: [Cl-].O[NH3+:3].[C:4](=[O:7])([O-])[OH:5].[Na+].CS(C)=O.[OH:13][C:14]([CH3:50])([CH3:49])[CH2:15][O:16][C:17]1[CH:22]=[CH:21][C:20]([N:23]2[C:28](=[O:29])[C:27]([CH2:30][C:31]3[CH:36]=[CH:35][C:34]([C:37]4[C:38]([C:43]#[N:44])=[CH:39][CH:40]=[CH:41][CH:42]=4)=[CH:33][CH:32]=3)=[C:26]([CH2:45][CH2:46][CH3:47])[N:25]=[C:24]2[CH3:48])=[CH:19][CH:18]=1. Given the product [OH:13][C:14]([CH3:49])([CH3:50])[CH2:15][O:16][C:17]1[CH:22]=[CH:21][C:20]([N:23]2[C:28](=[O:29])[C:27]([CH2:30][C:31]3[CH:36]=[CH:35][C:34]([C:37]4[CH:42]=[CH:41][CH:40]=[CH:39][C:38]=4[C:43]4[NH:3][C:4](=[O:7])[O:5][N:44]=4)=[CH:33][CH:32]=3)=[C:26]([CH2:45][CH2:46][CH3:47])[N:25]=[C:24]2[CH3:48])=[CH:19][CH:18]=1, predict the reactants needed to synthesize it. (2) Given the product [Cl:1][C:2]1[CH:7]=[CH:6][N:5]=[C:4]([O:8][C:9]2[CH:16]=[CH:15][C:12]([CH2:13][S:36][C:33]3[NH:34][CH:35]=[C:30]([CH2:29][C:27]4[CH:26]=[N:25][N:24]([CH3:23])[CH:28]=4)[C:31](=[O:37])[N:32]=3)=[CH:11][CH:10]=2)[CH:3]=1, predict the reactants needed to synthesize it. The reactants are: [Cl:1][C:2]1[CH:7]=[CH:6][N:5]=[C:4]([O:8][C:9]2[CH:16]=[CH:15][C:12]([CH:13]=O)=[CH:11][CH:10]=2)[CH:3]=1.[BH4-].[Na+].S(Cl)(Cl)=O.[CH3:23][N:24]1[CH:28]=[C:27]([CH2:29][C:30]2[C:31](=[O:37])[NH:32][C:33](=[S:36])[NH:34][CH:35]=2)[CH:26]=[N:25]1. (3) Given the product [Br:19][C:13]1[N:2]2[N:1]=[CH:6][C:5]([C:7]([OH:10])([CH3:9])[CH3:8])=[N:4][C:3]2=[N:11][CH:12]=1, predict the reactants needed to synthesize it. The reactants are: [N:1]1[N:2]2[CH:13]=[CH:12][N:11]=[C:3]2[N:4]=[C:5]([C:7]([OH:10])([CH3:9])[CH3:8])[CH:6]=1.C([O-])(=O)C.[Na+].[Br:19]Br. (4) Given the product [Cl:15][C:14]1[C:9]([O:8][C:7]2[CH:6]=[CH:5][N:4]=[CH:3][C:2]=2[C:21]2[CH:22]=[CH:23][N:19]([CH3:18])[N:20]=2)=[CH:10][C:11]([F:17])=[C:12]([NH2:16])[CH:13]=1, predict the reactants needed to synthesize it. The reactants are: Br[C:2]1[CH:3]=[N:4][CH:5]=[CH:6][C:7]=1[O:8][C:9]1[C:14]([Cl:15])=[CH:13][C:12]([NH2:16])=[C:11]([F:17])[CH:10]=1.[CH3:18][N:19]1[CH:23]=[C:22](B2OC(C)(C)C(C)(C)O2)[CH:21]=[N:20]1.COC1C=CC=C(OC)C=1C1C=CC=CC=1P(C1CCCCC1)C1CCCCC1.P([O-])([O-])([O-])=O.[K+].[K+].[K+].